From a dataset of Forward reaction prediction with 1.9M reactions from USPTO patents (1976-2016). Predict the product of the given reaction. (1) Given the reactants Br[C:2]1[CH:7]=[CH:6][C:5]([O:8][C:9]2[C:10](=[O:27])[N:11]([C:20]3[CH:25]=[CH:24][C:23]([Cl:26])=[CH:22][CH:21]=3)[N:12]=[CH:13][C:14]=2[N:15]2[CH:19]=[CH:18][N:17]=[CH:16]2)=[CH:4][CH:3]=1.C[Sn](C)(C)[C:30]1[CH:35]=[CH:34][N:33]=[CH:32][CH:31]=1.C(N(C(C)C)C(C)C)C, predict the reaction product. The product is: [Cl:26][C:23]1[CH:24]=[CH:25][C:20]([N:11]2[C:10](=[O:27])[C:9]([O:8][C:5]3[CH:6]=[CH:7][C:2]([C:30]4[CH:35]=[CH:34][N:33]=[CH:32][CH:31]=4)=[CH:3][CH:4]=3)=[C:14]([N:15]3[CH:19]=[CH:18][N:17]=[CH:16]3)[CH:13]=[N:12]2)=[CH:21][CH:22]=1. (2) Given the reactants [Cl:1][C:2]1[C:7]([Cl:8])=[C:6]([S:9](=[O:19])(=[O:18])[NH:10][C@@H:11]([CH2:16][CH3:17])[C:12]([F:15])([F:14])[F:13])[CH:5]=[CH:4][C:3]=1[C:20]1[S:24][C:23]([C:25]2[O:29][C:28]([CH2:30][C:31]([CH3:37])([CH3:36])[C:32]([O:34]C)=[O:33])=[N:27][N:26]=2)=[N:22][C:21]=1[CH2:38][C:39]([O:42][CH3:43])([CH3:41])[CH3:40].O[Li].O, predict the reaction product. The product is: [Cl:1][C:2]1[C:7]([Cl:8])=[C:6]([S:9](=[O:19])(=[O:18])[NH:10][C@@H:11]([CH2:16][CH3:17])[C:12]([F:14])([F:15])[F:13])[CH:5]=[CH:4][C:3]=1[C:20]1[S:24][C:23]([C:25]2[O:29][C:28]([CH2:30][C:31]([CH3:37])([CH3:36])[C:32]([OH:34])=[O:33])=[N:27][N:26]=2)=[N:22][C:21]=1[CH2:38][C:39]([O:42][CH3:43])([CH3:41])[CH3:40]. (3) Given the reactants O=C1C2C(=CC=CC=2)N=C(C(OCC)=O)N1.[O:17]1[CH:21]=[CH:20][CH:19]=[C:18]1[C:22]1[C:30]2[C:29](=[O:31])[NH:28][C:27]([C:32]([O:34]CC)=O)=[N:26][C:25]=2[S:24][CH:23]=1.C1(C(C2C=CC=CC=2)(C2C=CC=CC=2)N2C=NC(CCCOC3C=C(CN)C=CN=3)=N2)C=CC=CC=1.C1(C(C2C=CC=CC=2)(C2C=CC=CC=2)[N:80]2[CH:84]=[N:83][C:82]([O:85][CH2:86][CH2:87][O:88][C:89]3[CH:90]=[C:91]([CH2:95][NH2:96])[CH:92]=[CH:93][CH:94]=3)=[N:81]2)C=CC=CC=1, predict the reaction product. The product is: [O:17]1[CH:21]=[CH:20][CH:19]=[C:18]1[C:22]1[C:30]2[C:29](=[O:31])[NH:28][C:27]([C:32]([NH:96][CH2:95][C:91]3[CH:92]=[CH:93][CH:94]=[C:89]([O:88][CH2:87][CH2:86][O:85][C:82]4[N:83]=[CH:84][NH:80][N:81]=4)[CH:90]=3)=[O:34])=[N:26][C:25]=2[S:24][CH:23]=1. (4) Given the reactants [NH2:1][C:2]1[CH:3]=[C:4]([CH:23]=[CH:24][CH:25]=1)[O:5][C:6]1[CH:20]=[CH:19][C:9]2[N:10]=[C:11]([NH:13][C:14]([CH:16]3[CH2:18][CH2:17]3)=[O:15])[S:12][C:8]=2[C:7]=1[C:21]#[N:22].[F:26][C:27]([F:39])([F:38])[C:28]1[CH:29]=[C:30]([CH2:34][C:35](O)=[O:36])[CH:31]=[CH:32][CH:33]=1.CN(C(ON1N=NC2C=CC=NC1=2)=[N+](C)C)C.F[P-](F)(F)(F)(F)F.N1C=CC=CC=1, predict the reaction product. The product is: [C:21]([C:7]1[C:8]2[S:12][C:11]([NH:13][C:14]([CH:16]3[CH2:18][CH2:17]3)=[O:15])=[N:10][C:9]=2[CH:19]=[CH:20][C:6]=1[O:5][C:4]1[CH:23]=[CH:24][CH:25]=[C:2]([NH:1][C:35](=[O:36])[CH2:34][C:30]2[CH:31]=[CH:32][CH:33]=[C:28]([C:27]([F:38])([F:26])[F:39])[CH:29]=2)[CH:3]=1)#[N:22]. (5) Given the reactants Br[C:2]1[CH:7]=[CH:6][C:5]([S:8]([N:11]2[CH2:16][CH2:15][N:14]([C:17]([C:19]3[CH:24]=[CH:23][CH:22]=[CH:21][CH:20]=3)=[O:18])[CH2:13][C@H:12]2[CH3:25])(=[O:10])=[O:9])=[CH:4][CH:3]=1.[CH3:26][Si:27]([C:30]#[CH:31])([CH3:29])[CH3:28].C(N(C(C)C)CC)(C)C, predict the reaction product. The product is: [CH3:25][C@H:12]1[N:11]([S:8]([C:5]2[CH:6]=[CH:7][C:2]([C:31]#[C:30][Si:27]([CH3:29])([CH3:28])[CH3:26])=[CH:3][CH:4]=2)(=[O:10])=[O:9])[CH2:16][CH2:15][N:14]([C:17]([C:19]2[CH:24]=[CH:23][CH:22]=[CH:21][CH:20]=2)=[O:18])[CH2:13]1. (6) Given the reactants [NH2:1][C:2]1[CH:15]=[CH:14][C:5]([C:6]([O:8]CC(O)CO)=[O:7])=[CH:4][CH:3]=1.C(N(C1C=CC(C(O)=O)=C(CCCCCCC(=O)C2C=CC=CC=2)C=1O)CC)C.C(N(CC)C1C=CC(C(C2C=CC=CC=2C(OCCCCCC)=O)=O)=C(O)C=1)C.NC1C=CC=CC=1C(OC1CC(C)CCC1C(C)C)=O, predict the reaction product. The product is: [NH2:1][C:2]1[CH:15]=[CH:14][C:5]([C:6]([OH:8])=[O:7])=[CH:4][CH:3]=1. (7) Given the reactants [C:1]([C:3]1[CH:8]=[CH:7][C:6](B(O)O)=[C:5]([CH3:12])[CH:4]=1)#[N:2].N[C@H]1CC[CH2:17][CH2:16][C@@H:15]1[OH:20].C[Si]([N-][Si](C)(C)C)(C)C.[Na+].IC1COC1, predict the reaction product. The product is: [CH3:12][C:5]1[CH:4]=[C:3]([CH:8]=[CH:7][C:6]=1[CH:16]1[CH2:15][O:20][CH2:17]1)[C:1]#[N:2].